Dataset: Reaction yield outcomes from USPTO patents with 853,638 reactions. Task: Predict the reaction yield, written as a fraction of the theoretical maximum amount of product (1.0 means a 100% yield; for example, 0.34 means a 34% yield). The reactants are [Cl:1][C:2]1[N:7]=[CH:6][C:5]([C:8]([NH:10][C:11]2[C:16]3[S:17][C:18]([C:20]([OH:22])=O)=[CH:19][C:15]=3[CH:14]=[CH:13][CH:12]=2)=[O:9])=[CH:4][CH:3]=1.C(Cl)CCl.C1C=CC2N(O)N=NC=2C=1.[NH2:37][C:38]1[C:39]([O:53][CH3:54])=[C:40]([NH:48][S:49]([CH3:52])(=[O:51])=[O:50])[CH:41]=[C:42]([C:44]([CH3:47])([CH3:46])[CH3:45])[CH:43]=1. The catalyst is CN(C=O)C. The product is [C:44]([C:42]1[CH:41]=[C:40]([NH:48][S:49]([CH3:52])(=[O:51])=[O:50])[C:39]([O:53][CH3:54])=[C:38]([NH:37][C:20]([C:18]2[S:17][C:16]3[C:11]([NH:10][C:8](=[O:9])[C:5]4[CH:4]=[CH:3][C:2]([Cl:1])=[N:7][CH:6]=4)=[CH:12][CH:13]=[CH:14][C:15]=3[CH:19]=2)=[O:22])[CH:43]=1)([CH3:47])([CH3:45])[CH3:46]. The yield is 0.410.